Dataset: Catalyst prediction with 721,799 reactions and 888 catalyst types from USPTO. Task: Predict which catalyst facilitates the given reaction. Reactant: [C:1]([N:4]1[C:8]2[CH:9]=[CH:10][CH:11]=[CH:12][C:7]=2[NH:6][C:5]1=[O:13])(C)=C.[H-].[Na+].CI.Cl. Product: [CH3:1][N:4]1[C:8]2[CH:9]=[CH:10][CH:11]=[CH:12][C:7]=2[NH:6][C:5]1=[O:13]. The catalyst class is: 3.